Dataset: Full USPTO retrosynthesis dataset with 1.9M reactions from patents (1976-2016). Task: Predict the reactants needed to synthesize the given product. Given the product [CH2:22]([CH:23]1[N:4]([CH2:5][CH2:6][O:7][CH2:8][CH:9]([OH:20])[CH2:10][CH2:11][CH2:12][CH:13]([CH2:17][CH2:18][CH3:19])[CH2:14][CH2:15][CH3:16])[CH2:3][CH2:2][O:1]1)[CH3:21], predict the reactants needed to synthesize it. The reactants are: [OH:1][CH2:2][CH2:3][NH:4][CH2:5][CH2:6][O:7][CH2:8][CH:9]([OH:20])[CH2:10][CH2:11][CH2:12][CH:13]([CH2:17][CH2:18][CH3:19])[CH2:14][CH2:15][CH3:16].[CH:21](=O)[CH2:22][CH3:23].